This data is from Catalyst prediction with 721,799 reactions and 888 catalyst types from USPTO. The task is: Predict which catalyst facilitates the given reaction. (1) Reactant: CS([O:5][C:6]1[CH:7]=[C:8]([O:20][C:21]2[CH:26]=[CH:25][C:24]([S:27]([CH3:30])(=[O:29])=[O:28])=[CH:23][N:22]=2)[CH:9]=[C:10]2[C:14]=1[NH:13][C:12]([C:15]([O:17]CC)=[O:16])=[CH:11]2)(=O)=O.[OH-].[K+]. Product: [OH:5][C:6]1[CH:7]=[C:8]([O:20][C:21]2[CH:26]=[CH:25][C:24]([S:27]([CH3:30])(=[O:29])=[O:28])=[CH:23][N:22]=2)[CH:9]=[C:10]2[C:14]=1[NH:13][C:12]([C:15]([OH:17])=[O:16])=[CH:11]2. The catalyst class is: 738. (2) Reactant: [Cl:1]N1C(=O)CCC1=O.[NH2:9][C:10]1[CH:15]=[C:14]([C:16]([O:18][CH2:19][CH3:20])=[O:17])[N:13]=[C:12]([C:21]2[CH:26]=[CH:25][C:24]([C:27]([F:30])([F:29])[F:28])=[CH:23][N:22]=2)[N:11]=1. Product: [NH2:9][C:10]1[C:15]([Cl:1])=[C:14]([C:16]([O:18][CH2:19][CH3:20])=[O:17])[N:13]=[C:12]([C:21]2[CH:26]=[CH:25][C:24]([C:27]([F:30])([F:29])[F:28])=[CH:23][N:22]=2)[N:11]=1. The catalyst class is: 42. (3) Reactant: [C:1](Cl)(=[O:3])[CH3:2].[N+:5]([C:8]1[CH:18]=[CH:17][C:11]2[NH:12][CH2:13][CH2:14][CH2:15][O:16][C:10]=2[CH:9]=1)([O-:7])=[O:6]. The catalyst class is: 341. Product: [N+:5]([C:8]1[CH:18]=[CH:17][C:11]2[N:12]([C:1](=[O:3])[CH3:2])[CH2:13][CH2:14][CH2:15][O:16][C:10]=2[CH:9]=1)([O-:7])=[O:6]. (4) Reactant: [CH:1]([CH:4]1[C:9]([O:10][CH3:11])=[N:8][CH2:7][C:6]([O:12][CH3:13])=[N:5]1)([CH3:3])[CH3:2].C([Li])CCC.I[CH2:20][CH2:21][C:22]([F:25])([F:24])[F:23]. Product: [CH:1]([CH:4]1[C:9]([O:10][CH3:11])=[N:8][CH:7]([CH2:20][CH2:21][C:22]([F:25])([F:24])[F:23])[C:6]([O:12][CH3:13])=[N:5]1)([CH3:3])[CH3:2]. The catalyst class is: 56. (5) Reactant: [CH3:1][C:2]1[N:7]=[C:6]([SH:8])[N:5]=[C:4]([OH:9])[CH:3]=1.C(N(CC)CC)C.[Br-].Br[CH2:19][C:20]1[CH:25]=[CH:24][NH+:23]=[CH:22][CH:21]=1. Product: [CH3:1][C:2]1[N:7]=[C:6]([S:8][CH2:19][C:20]2[CH:25]=[CH:24][N:23]=[CH:22][CH:21]=2)[N:5]=[C:4]([OH:9])[CH:3]=1. The catalyst class is: 40.